From a dataset of Full USPTO retrosynthesis dataset with 1.9M reactions from patents (1976-2016). Predict the reactants needed to synthesize the given product. (1) Given the product [CH3:31][O:30][C:24](=[O:25])[C@H:3]([N:2]1[C:5]2[C:10](=[CH:9][C:8]([OH:22])=[CH:7][CH:6]=2)[CH:11]=[CH:12]1)[CH3:4], predict the reactants needed to synthesize it. The reactants are: C[N:2]1[CH2:12][CH:11](C2C=CC=C(N=C=S)C=2)[C:10]2[CH:9]=[C:8]([OH:22])[C:7](Cl)=[CH:6][C:5]=2[CH2:4][CH2:3]1.[C:24]([OH:30])(C(F)(F)F)=[O:25].[C:31](#N)C. (2) Given the product [O:32]1[CH2:29][CH2:45][N:41]([CH2:40][CH2:39][O:1][C:2]2[CH:3]=[CH:4][C:5]([N:8]3[C:13](=[O:14])[CH:12]=[CH:11][C:10]4[C:15]([C:23]5[CH:24]=[CH:25][CH:26]=[CH:27][CH:28]=5)=[C:16]([C:18]([O:20][CH2:21][CH3:22])=[O:19])[S:17][C:9]3=4)=[CH:6][CH:7]=2)[CH2:42][CH2:43]1, predict the reactants needed to synthesize it. The reactants are: [OH:1][C:2]1[CH:7]=[CH:6][C:5]([N:8]2[C:13](=[O:14])[CH:12]=[CH:11][C:10]3[C:15]([C:23]4[CH:28]=[CH:27][CH:26]=[CH:25][CH:24]=4)=[C:16]([C:18]([O:20][CH2:21][CH3:22])=[O:19])[S:17][C:9]2=3)=[CH:4][CH:3]=1.[C:29](=[O:32])([O-])[O-].[Cs+].[Cs+].Cl.ClCC[CH:39]1O[CH2:43][CH2:42][NH:41][CH2:40]1.[CH3:45]N(C=O)C. (3) Given the product [CH3:1][NH:2][S:18]([CH:15]1[CH2:16][CH2:17][N:13]([C:11]([O:10][CH2:3][C:4]2[CH:9]=[CH:8][CH:7]=[CH:6][CH:5]=2)=[O:12])[CH2:14]1)(=[O:20])=[O:19], predict the reactants needed to synthesize it. The reactants are: [CH3:1][NH2:2].[CH2:3]([O:10][C:11]([N:13]1[CH2:17][CH2:16][CH:15]([S:18](Cl)(=[O:20])=[O:19])[CH2:14]1)=[O:12])[C:4]1[CH:9]=[CH:8][CH:7]=[CH:6][CH:5]=1.O.